From a dataset of Retrosynthesis with 50K atom-mapped reactions and 10 reaction types from USPTO. Predict the reactants needed to synthesize the given product. (1) The reactants are: CC(C)(C)OC(=O)N1CC=CC1.O=C(OO)c1cccc(Cl)c1. Given the product CC(C)(C)OC(=O)[N+]1([O-])CC=CC1, predict the reactants needed to synthesize it. (2) Given the product CCN(CC)C1CCN(CC(=O)N[C@@H](COCc2ccccc2)C(=O)Nc2ccc(Oc3ccc(F)cc3)cc2)C1, predict the reactants needed to synthesize it. The reactants are: CCN(CC)C1CCN(CC(=O)O)C1.N[C@@H](COCc1ccccc1)C(=O)Nc1ccc(Oc2ccc(F)cc2)cc1. (3) Given the product CCCCOC(=O)N[C@@H](Cc1ccc(C#N)cc1)C(=O)N1CCN(S(C)(=O)=O)CC1, predict the reactants needed to synthesize it. The reactants are: CCCCOC(=O)N[C@@H](Cc1ccc(C#N)cc1)C(=O)O.CS(=O)(=O)N1CCNCC1. (4) Given the product CC(Oc1cccc(Cl)c1)c1ccccc1CO, predict the reactants needed to synthesize it. The reactants are: COC(=O)c1ccccc1C(C)Oc1cccc(Cl)c1. (5) Given the product CNC(=O)c1ccc2c(ccn2-c2ccc([N+](=O)[O-])cc2)c1, predict the reactants needed to synthesize it. The reactants are: CNC(=O)c1ccc2[nH]ccc2c1.O=[N+]([O-])c1ccc(F)cc1. (6) Given the product NC(=O)c1cnc(NC(C2CC2)C2CC2)c2c1[nH]c1cc(-c3cccnn3)ccc12, predict the reactants needed to synthesize it. The reactants are: CC1(C)OB(c2ccc3c(c2)[nH]c2c(C(N)=O)cnc(NC(C4CC4)C4CC4)c23)OC1(C)C.Clc1cccnn1. (7) Given the product COc1ccc(-n2c(=O)n(OCc3ccccc3)c(=O)c3cc(F)c(N4CCN(C)CC4)cc32)cc1, predict the reactants needed to synthesize it. The reactants are: CN1CCNCC1.COc1ccc(-n2c(=O)n(OCc3ccccc3)c(=O)c3cc(F)c(F)cc32)cc1. (8) Given the product Fc1cccc(CN2CCc3ccc(Br)cc32)c1, predict the reactants needed to synthesize it. The reactants are: Brc1ccc2c(c1)NCC2.Fc1cccc(CBr)c1.